Predict the reaction yield, written as a fraction of the theoretical maximum amount of product (1.0 means a 100% yield; for example, 0.34 means a 34% yield). From a dataset of Reaction yield outcomes from USPTO patents with 853,638 reactions. The reactants are [C:1]([OH:6])(=O)[C:2]#[C:3][CH3:4].CN1CCOCC1.CN(C(ON1N=NC2C=CC=CC1=2)=[N+](C)C)C.[B-](F)(F)(F)F.Cl.[NH2:37][CH2:38][C:39]1[CH:40]=[C:41]([C:45]2[CH:50]=[C:49]([C:51]3[NH:59][C:58]4[CH2:57][CH2:56][NH:55][C:54](=[O:60])[C:53]=4[CH:52]=3)[CH:48]=[CH:47][N:46]=2)[CH:42]=[CH:43][CH:44]=1.[F:61][C:62]([F:67])([F:66])[C:63]([OH:65])=[O:64]. The catalyst is CN(C)C=O. The product is [F:61][C:62]([F:67])([F:66])[C:63]([OH:65])=[O:64].[O:60]=[C:54]1[C:53]2[CH:52]=[C:51]([C:49]3[CH:48]=[CH:47][N:46]=[C:45]([C:41]4[CH:40]=[C:39]([CH:44]=[CH:43][CH:42]=4)[CH2:38][NH:37][C:1](=[O:6])[C:2]#[C:3][CH3:4])[CH:50]=3)[NH:59][C:58]=2[CH2:57][CH2:56][NH:55]1. The yield is 0.300.